Dataset: M1 muscarinic receptor antagonist screen with 61,756 compounds. Task: Binary Classification. Given a drug SMILES string, predict its activity (active/inactive) in a high-throughput screening assay against a specified biological target. The molecule is Brc1ccc(S(=O)(=O)Nc2cc3ncn(c3cc2)C)cc1. The result is 0 (inactive).